From a dataset of Experimentally validated miRNA-target interactions with 360,000+ pairs, plus equal number of negative samples. Binary Classification. Given a miRNA mature sequence and a target amino acid sequence, predict their likelihood of interaction. (1) The miRNA is hsa-miR-4749-5p with sequence UGCGGGGACAGGCCAGGGCAUC. The protein sequence of the target gene is MATDELATKLSRRLQMEGEGGGETPEQPGLNGAAAAAAGAPDEAAEALGSADCELSAKLLRRADLNQGIGEPQSPSRRVFNPYTEFKEFSRKQIKDMEKMFKQYDAGRDGFIDLMELKLMMEKLGAPQTHLGLKNMIKEVDEDFDSKLSFREFLLIFRKAAAGELQEDSGLCVLARLSEIDVSSEGVKGAKSFFEAKVQAINVSSRFEEEIKAEQEERKKQAEEMKQRKAAFKELQSTFK. Result: 1 (interaction). (2) The miRNA is hsa-miR-568 with sequence AUGUAUAAAUGUAUACACAC. The protein sequence of the target gene is MSGSSSVAAMKKVVQQLRLEAGLNRVKVSQAAADLKQFCLQNAQHDPLLTGVSSSTNPFRPQKVCSFL. Result: 1 (interaction). (3) The miRNA is hsa-miR-1250-5p with sequence ACGGUGCUGGAUGUGGCCUUU. The protein sequence of the target gene is MSGARTAPALFFLGCSALALGVSSASQEHREAEYYVAAVYEHPSVLSPNPLELVSRQEALELMKQNLDVYEQQVMAAAQKGVQIIVFPEDGIHGFNFTRTSIYPFLDFMPSPKLVRWNPCLEPFRFNDTEVLQRLSCMAIKGGMFLVANLGTKQPCLSSDPGCPQDGRYQFNTNVVFSDNGTLVDRYRKHNLYFEAAFDTPANVDLITFDTPFAGKFGVFTCFDILFFDPAVRLLRDFEVKHIVYPTAWMNQLPLLAAIEIQKAFATAFGVNVLAANIHHPTLGMTGSGIHTPLKSFWYH.... Result: 0 (no interaction). (4) The protein sequence of the target gene is MRILANKTRLPHPRRREAPGSPPLSPRGHCPPAPAKPMHPENKLTNHGKTGNGGAQSQHQNVNQGPTCNVGSKGVGAGNHGAKANQISPSNSSLKNPQAGVPPFSSLKGKVKRDRSVSVDSGEQREAGTPSLDSEAKEVAPRSKRRCVLERKQPYSGDEWCSGPDSEEDDKPIGATHNCNVADPAMAAPQLGPGQTTQLPLSESSVPGAPHGPPPGLRPDAPGGGGGGGGVPGKPPSQFVYVFTTHLANTAAEAVLQGRADSILAYHQQNVPRAKLDQAPKVPPTPEPLPLSTPSAGTPQ.... Result: 1 (interaction). The miRNA is hsa-miR-320b with sequence AAAAGCUGGGUUGAGAGGGCAA. (5) The miRNA is cel-miR-43-3p with sequence UAUCACAGUUUACUUGCUGUCGC. The protein sequence of the target gene is MKAPGRLVLIILCSVVFSAVYILLCCWAGLPLCLATCLDHHFPTGSRPTVPGPLHFSGYSSVPDGKPLVREPCRSCAVVSSSGQMLGSGLGAEIDSAECVFRMNQAPTVGFEADVGQRSTLRVVSHTSVPLLLRNYSHYFQKARDTLYMVWGQGRHMDRVLGGRTYRTLLQLTRMYPGLQVYTFTERMMAYCDQIFQDETGKNRRQSGSFLSTGWFTMILALELCEEIVVYGMVSDSYCREKSHPSVPYHYFEKGRLDECQMYLAHEQAPRSAHRFITEKAVFSRWAKKRPIVFAHPSWR.... Result: 0 (no interaction). (6) The miRNA is hsa-miR-6771-5p with sequence CUCGGGAGGGCAUGGGCCAGGC. The protein sequence of the target gene is MASSETEIRWAEPGLGKGPQRRRWAWAEDKRDVDRSSSQSWEEERLFPNATSPELLEDFRLAQQHLPPLEWDPHPQPDGHQDSESGETSGEEAEAEDVDSPASSHEPLAWLPQQGRQLDMTEEEPDGTLGSLEVEEAGESSSRLGYEAGLSLEGHGNTSPMALGHGQARGWVASGEQASGDKLSEHSEVNPSVELSPARSWSSGTVSLDHPSDSLDSTWEGETDGPQPTALAETLPEGPSHHLLSPDGRTGGSVARATPMEFQDSSAPPAQSPQHATDRWRRETTRFFCPQPKEHIWKQT.... Result: 1 (interaction). (7) The miRNA is mmu-miR-1900 with sequence GGCCGCCCUCUCUGGUCCUUCA. The protein sequence of the target gene is MLPRLWWLVLWLQPLATLPASAVHDEEAAMSVPRCKSLKETDLIKTSVSDCYCYNQHSQIQWTYMWSTVQVTVTSPGLLNIVYITGSHNCQHTESILSFIKCVTHNFWAPEEAEEITIVFSPYGETVCFSVKPVGRLLPYIVSVSRNIVDFKLFLVFVTGIFLFLYAKTLSQSPVFYYSSGTVLGILMTLVFVLLMAKKHIPKYSTFGALMIGCWFASVYVLCQLMEDLKWLWYGNRMYILGYVVVVGLCSFAACYSHGPLADEGSRDLLMWTLRLFSLALVYTGVAAPQFAYAVLIVLL.... Result: 0 (no interaction). (8) The miRNA is hsa-miR-6080 with sequence UCUAGUGCGGGCGUUCCCG. Result: 0 (no interaction). The protein sequence of the target gene is MTREGQFREELGYDRMPTLERGRQDAGRQDPGSYTPDSKPKDLQLSKRLPPCFSYKTWVFSVLMGSCLLVTSGFSLYLGNVFPSEMDYLRCAAGSCIPSAIVSFAVGRRNVSAIPNFQILFVSTFAVTTTCLIWFGCKLILNPSAININFNLILLLLLELLMAATVIISARSSEEPCKKKKGSISDGSNILDEVTFPARVLKSYSVVEVIAGVSAVLGGVIALNVEEAVSGPHLSVTFFWILVACFPSAIASHVTAECPSKCLVEVLIAISSLTSPLLFTASGYLSFSVMRVVEIFKDYP.... (9) The miRNA is mmu-miR-130b-3p with sequence CAGUGCAAUGAUGAAAGGGCAU. The protein sequence of the target gene is MEESMEEEEMLTYEAMMDDQNHNNWEAAADSFRQPPPAPPLPPPPPPRPSSSIPDPGRELPGGQLLAVHAGSMERKGPKEGLPMGPPPLPEPNGVIMMLKSCDAAAAVAKTAPAPTSSSTININTSTSKFLMNVITIEDYKSTYWPKLDGAIDQLLTQSPGDYIPISYEQIYSCVYKCVCQQHSEQMYSDLIKKITSHLERVSKELQASPPDLYIERFNIALGQYMGALQSIVPLFIYMNKFYIETKLNRDLKDDLIKLFTEHVAEKHIYSLMPLLLEAQSTPFQVTPSTMANIVKGLYT.... Result: 0 (no interaction). (10) The miRNA is mmu-miR-7115-3p with sequence ACUUGGUCCCCUGCCCCCACAG. The protein sequence of the target gene is MAEGGRAEPEEQERGSSRPRPPSARDLQLALAELYEDEMKCKSSKPDRSTPATCRSPRTPPHRLYSGDHKYDGLHIVQPPTGKIVNELFKEAREHGAVPLNEATRSSREDKTKSFTGGGYRLGNSFYKRSEYIYGENQLQDVQVLLKLWRNGFSLDDGELRPYSDPTNAQFLESVKRGETPLELQRLVHGAQVNLDMEDHQDQEYIKPRLRFKAFSGEGQKLGSLTPEIVSTPSSPEEEDKSILNAAVLIDDSMPTTKIQIRLADGSRLVQRFNSTHRILDVRDFIVRSRPEFATTDFIL.... Result: 0 (no interaction).